The task is: Predict the reactants needed to synthesize the given product.. This data is from Full USPTO retrosynthesis dataset with 1.9M reactions from patents (1976-2016). (1) Given the product [CH2:1]([O:8][C:9]([NH:11][CH:12]([C:16]#[N:17])[C:13]([O:15][C:18]([CH3:21])([CH3:20])[CH3:19])=[O:14])=[O:10])[C:2]1[CH:3]=[CH:4][CH:5]=[CH:6][CH:7]=1, predict the reactants needed to synthesize it. The reactants are: [CH2:1]([O:8][C:9]([NH:11][CH:12]([C:16]#[N:17])[C:13]([OH:15])=[O:14])=[O:10])[C:2]1[CH:7]=[CH:6][CH:5]=[CH:4][CH:3]=1.[C:18](O)([CH3:21])([CH3:20])[CH3:19].FC(F)(F)C(OC(=O)C(F)(F)F)=O.[OH-].[Na+]. (2) Given the product [CH3:30][C:31]1([CH3:40])[CH2:36][N:35]([C:26]([C:22]2[N:23]=[CH:24][N:25]=[C:20]([N:17]3[CH2:16][CH2:15][CH:14]([N:10]4[CH2:9][CH2:8][C:7]5[CH:29]=[C:3]([O:2][CH3:1])[CH:4]=[CH:5][C:6]=5[NH:12][C:11]4=[O:13])[CH2:19][CH2:18]3)[CH:21]=2)=[O:28])[CH2:34][C:33]2[S:37][CH:38]=[CH:39][C:32]1=2, predict the reactants needed to synthesize it. The reactants are: [CH3:1][O:2][C:3]1[CH:4]=[CH:5][C:6]2[NH:12][C:11](=[O:13])[N:10]([CH:14]3[CH2:19][CH2:18][N:17]([C:20]4[N:25]=[CH:24][N:23]=[C:22]([C:26]([OH:28])=O)[CH:21]=4)[CH2:16][CH2:15]3)[CH2:9][CH2:8][C:7]=2[CH:29]=1.[CH3:30][C:31]1([CH3:40])[CH2:36][NH:35][CH2:34][C:33]2[S:37][CH:38]=[CH:39][C:32]1=2.CN(C(ON1N=NC2C=CC=CC1=2)=[N+](C)C)C.[B-](F)(F)(F)F. (3) Given the product [C:1]([C:4]1[CH:9]=[CH:8][C:7]([N:10]2[CH2:15][CH2:14][N:13]([C:16]([C:18]3[CH:19]=[C:20]([CH:23]=[CH:24][C:25]=3[N:28]3[CH2:33][CH2:32][O:31][CH2:30][CH2:29]3)[C:21]#[N:22])=[O:17])[CH2:12][CH2:11]2)=[C:6]([F:27])[CH:5]=1)(=[O:3])[CH3:2], predict the reactants needed to synthesize it. The reactants are: [C:1]([C:4]1[CH:9]=[CH:8][C:7]([N:10]2[CH2:15][CH2:14][N:13]([C:16]([C:18]3[CH:19]=[C:20]([CH:23]=[CH:24][C:25]=3Br)[C:21]#[N:22])=[O:17])[CH2:12][CH2:11]2)=[C:6]([F:27])[CH:5]=1)(=[O:3])[CH3:2].[NH:28]1[CH2:33][CH2:32][O:31][CH2:30][CH2:29]1.